This data is from Catalyst prediction with 721,799 reactions and 888 catalyst types from USPTO. The task is: Predict which catalyst facilitates the given reaction. (1) Reactant: [CH2:1]([O:3][C:4]1[CH:5]=[C:6]([O:58][CH:59]([CH3:61])[CH3:60])[C:7]([F:57])=[C:8]([CH:10]([NH:44][C:45]2[CH:50]=[CH:49][C:48]([C:51]3[N:55]=[C:54]([CH3:56])[O:53][N:52]=3)=[CH:47][CH:46]=2)[C:11]2[N:12]([C:25]([C:38]3[CH:43]=[CH:42][CH:41]=[CH:40][CH:39]=3)([C:32]3[CH:37]=[CH:36][CH:35]=[CH:34][CH:33]=3)[C:26]3[CH:31]=[CH:30][CH:29]=[CH:28][CH:27]=3)[CH:13]=[C:14]([C:16]3[CH:24]=[CH:23][CH:22]=[CH:21][C:17]=3[C:18](O)=[O:19])[N:15]=2)[CH:9]=1)[CH3:2].[NH2:62][CH2:63][CH3:64].Cl.C1C=NC2N(O)N=NC=2C=1.CCN=C=NCCCN(C)C.C([O-])(O)=O.[Na+]. Product: [CH2:1]([O:3][C:4]1[CH:5]=[C:6]([O:58][CH:59]([CH3:61])[CH3:60])[C:7]([F:57])=[C:8]([CH:10]([NH:44][C:45]2[CH:50]=[CH:49][C:48]([C:51]3[N:55]=[C:54]([CH3:56])[O:53][N:52]=3)=[CH:47][CH:46]=2)[C:11]2[N:12]([C:25]([C:32]3[CH:33]=[CH:34][CH:35]=[CH:36][CH:37]=3)([C:38]3[CH:39]=[CH:40][CH:41]=[CH:42][CH:43]=3)[C:26]3[CH:31]=[CH:30][CH:29]=[CH:28][CH:27]=3)[CH:13]=[C:14]([C:16]3[CH:24]=[CH:23][CH:22]=[CH:21][C:17]=3[C:18]([NH:62][CH2:63][CH3:64])=[O:19])[N:15]=2)[CH:9]=1)[CH3:2]. The catalyst class is: 59. (2) Product: [CH:29]([OH:31])=[O:30].[Cl:1][C:2]1[CH:7]=[CH:6][C:5]([CH2:8][C:9]2[C:18]3[C:13](=[CH:14][CH:15]=[CH:16][CH:17]=3)[C:12](=[O:19])[N:11]([CH2:20][C@H:21]3[CH2:25][CH2:24][CH2:23][N:22]3[CH2:26][CH2:27][CH2:28][C:29]([OH:31])=[O:30])[N:10]=2)=[CH:4][CH:3]=1. Reactant: [Cl:1][C:2]1[CH:7]=[CH:6][C:5]([CH2:8][C:9]2[C:18]3[C:13](=[CH:14][CH:15]=[CH:16][CH:17]=3)[C:12](=[O:19])[N:11]([CH2:20][C@H:21]3[CH2:25][CH2:24][CH2:23][N:22]3[CH2:26][CH2:27][CH2:28][C:29]([O:31]CC)=[O:30])[N:10]=2)=[CH:4][CH:3]=1.[OH-].[Na+].Cl. The catalyst class is: 5. (3) Reactant: Cl[C:2]1[C:3](=[O:18])[N:4]([CH:15]([CH3:17])[CH3:16])[S:5](=[O:14])(=[O:13])[C:6]=1[C:7]1[CH:12]=[CH:11][CH:10]=[CH:9][CH:8]=1.[NH2:19][CH:20]1[CH2:25][CH2:24][N:23]([CH2:26][CH2:27][C:28]#[N:29])[CH2:22][CH2:21]1.O. Product: [CH:15]([N:4]1[C:3](=[O:18])[C:2]([NH:19][CH:20]2[CH2:25][CH2:24][N:23]([CH2:26][CH2:27][C:28]#[N:29])[CH2:22][CH2:21]2)=[C:6]([C:7]2[CH:12]=[CH:11][CH:10]=[CH:9][CH:8]=2)[S:5]1(=[O:14])=[O:13])([CH3:17])[CH3:16]. The catalyst class is: 3. (4) Reactant: Br[C:2]1[CH:9]=[CH:8][CH:7]=[CH:6][C:3]=1[CH:4]=[O:5].[CH3:10][C:11]1[S:12][CH:13]=[C:14](B2OC(C)(C)C(C)(C)O2)[N:15]=1.C([O-])([O-])=O.[K+].[K+]. Product: [CH3:10][C:11]1[S:12][CH:13]=[C:14]([C:2]2[CH:9]=[CH:8][CH:7]=[CH:6][C:3]=2[CH:4]=[O:5])[N:15]=1. The catalyst class is: 339.